This data is from Forward reaction prediction with 1.9M reactions from USPTO patents (1976-2016). The task is: Predict the product of the given reaction. (1) Given the reactants Br[CH2:2][C:3]1[C:7]2[CH:8]=[C:9]([Cl:12])[CH:10]=[CH:11][C:6]=2[S:5][CH:4]=1.[N:13]1([C:19]2[CH:26]=[CH:25][CH:24]=[CH:23][C:20]=2[C:21]#[N:22])[CH2:18][CH2:17][NH:16][CH2:15][CH2:14]1, predict the reaction product. The product is: [Cl:12][C:9]1[CH:10]=[CH:11][C:6]2[S:5][CH:4]=[C:3]([CH2:2][N:16]3[CH2:15][CH2:14][N:13]([C:19]4[CH:26]=[CH:25][CH:24]=[CH:23][C:20]=4[C:21]#[N:22])[CH2:18][CH2:17]3)[C:7]=2[CH:8]=1. (2) Given the reactants CC1(C)[O:6][C:5](=[O:7])[CH:4]([CH:8]([CH2:12][CH2:13][CH2:14][CH3:15])[C:9]([OH:11])=O)[O:3]1.[NH:17]1[CH2:21][CH2:20][CH:19]([C:22]2[CH:27]=[CH:26][CH:25]=[CH:24][N:23]=2)[CH2:18]1, predict the reaction product. The product is: [OH:3][C@@H:4]([C@H:8]([C:9]([N:17]1[CH2:21][CH2:20][CH:19]([C:22]2[CH:27]=[CH:26][CH:25]=[CH:24][N:23]=2)[CH2:18]1)=[O:11])[CH2:12][CH2:13][CH2:14][CH3:15])[C:5]([OH:6])=[O:7]. (3) Given the reactants [Cl:1][C:2]1[C:3]([C:9]2[CH:14]=[C:13]([C:15]#[N:16])[CH:12]=[C:11]([NH:17][CH2:18][C:19]3[CH:24]=[CH:23][CH:22]=[C:21]([F:25])[CH:20]=3)[N:10]=2)=[CH:4][C:5](F)=[N:6][CH:7]=1.CS(C)=O.[C@H:30]1([NH2:37])[CH2:35][CH2:34][C@H:33]([NH2:36])[CH2:32][CH2:31]1, predict the reaction product. The product is: [NH2:36][C@H:33]1[CH2:34][CH2:35][C@H:30]([NH:37][C:5]2[CH:4]=[C:3]([C:9]3[CH:14]=[C:13]([C:15]#[N:16])[CH:12]=[C:11]([NH:17][CH2:18][C:19]4[CH:24]=[CH:23][CH:22]=[C:21]([F:25])[CH:20]=4)[N:10]=3)[C:2]([Cl:1])=[CH:7][N:6]=2)[CH2:31][CH2:32]1. (4) Given the reactants C([O:3][C:4]([C:6]1[N:7]([CH2:19][C:20](=[O:29])[NH:21][C:22]2[CH:27]=[CH:26][C:25]([Cl:28])=[CH:24][N:23]=2)[N:8]=[C:9]([O:11][CH2:12][CH2:13][O:14][CH2:15][CH2:16][O:17][CH3:18])[CH:10]=1)=[O:5])C.[OH-].[K+].Cl, predict the reaction product. The product is: [Cl:28][C:25]1[CH:26]=[CH:27][C:22]([NH:21][C:20]([CH2:19][N:7]2[C:6]([C:4]([OH:5])=[O:3])=[CH:10][C:9]([O:11][CH2:12][CH2:13][O:14][CH2:15][CH2:16][O:17][CH3:18])=[N:8]2)=[O:29])=[N:23][CH:24]=1. (5) Given the reactants [CH3:1][C:2]([C:4]1[CH:9]=[CH:8][C:7]([C:10]([F:13])([F:12])[F:11])=[CH:6][CH:5]=1)=[O:3].Br.[OH2:15], predict the reaction product. The product is: [F:13][C:10]([F:11])([F:12])[C:7]1[CH:8]=[CH:9][C:4]([C:2](=[O:3])[CH:1]=[O:15])=[CH:5][CH:6]=1. (6) The product is: [CH3:13][N:11]1[CH:12]=[C:8]([N:5]2[CH:6]=[CH:7][C:2](=[O:1])[C:3]([NH:26][C:29](=[O:38])[O:23][C:19]([CH3:22])([CH3:21])[CH3:20])=[N:4]2)[CH:9]=[N:10]1. Given the reactants [O:1]=[C:2]1[CH:7]=[CH:6][N:5]([C:8]2[CH:9]=[N:10][N:11]([CH:13](C)C)[CH:12]=2)[N:4]=[C:3]1C(O)=O.[C:19]([OH:23])([CH3:22])([CH3:21])[CH3:20].C([N:26]([CH2:29]C)CC)C.C1C=CC(P(N=[N+]=[N-])(C2C=CC=CC=2)=[O:38])=CC=1, predict the reaction product.